Dataset: NCI-60 drug combinations with 297,098 pairs across 59 cell lines. Task: Regression. Given two drug SMILES strings and cell line genomic features, predict the synergy score measuring deviation from expected non-interaction effect. (1) Synergy scores: CSS=12.2, Synergy_ZIP=-8.79, Synergy_Bliss=-10.5, Synergy_Loewe=-24.1, Synergy_HSA=-8.05. Drug 1: C1=C(C(=O)NC(=O)N1)N(CCCl)CCCl. Drug 2: CCN(CC)CCCC(C)NC1=C2C=C(C=CC2=NC3=C1C=CC(=C3)Cl)OC. Cell line: EKVX. (2) Cell line: HT29. Synergy scores: CSS=35.7, Synergy_ZIP=4.11, Synergy_Bliss=1.55, Synergy_Loewe=-32.6, Synergy_HSA=-1.17. Drug 1: C1=C(C(=O)NC(=O)N1)F. Drug 2: CN1C(=O)N2C=NC(=C2N=N1)C(=O)N. (3) Drug 1: CC(C1=C(C=CC(=C1Cl)F)Cl)OC2=C(N=CC(=C2)C3=CN(N=C3)C4CCNCC4)N. Drug 2: CCC(=C(C1=CC=CC=C1)C2=CC=C(C=C2)OCCN(C)C)C3=CC=CC=C3.C(C(=O)O)C(CC(=O)O)(C(=O)O)O. Cell line: NCI-H226. Synergy scores: CSS=3.39, Synergy_ZIP=0.0366, Synergy_Bliss=3.29, Synergy_Loewe=-2.80, Synergy_HSA=0.680. (4) Drug 1: CS(=O)(=O)CCNCC1=CC=C(O1)C2=CC3=C(C=C2)N=CN=C3NC4=CC(=C(C=C4)OCC5=CC(=CC=C5)F)Cl. Drug 2: CC1C(C(CC(O1)OC2CC(OC(C2O)C)OC3=CC4=CC5=C(C(=O)C(C(C5)C(C(=O)C(C(C)O)O)OC)OC6CC(C(C(O6)C)O)OC7CC(C(C(O7)C)O)OC8CC(C(C(O8)C)O)(C)O)C(=C4C(=C3C)O)O)O)O. Cell line: UO-31. Synergy scores: CSS=31.6, Synergy_ZIP=-3.10, Synergy_Bliss=-0.486, Synergy_Loewe=-19.1, Synergy_HSA=-2.51. (5) Drug 1: CC1=C(C(=CC=C1)Cl)NC(=O)C2=CN=C(S2)NC3=CC(=NC(=N3)C)N4CCN(CC4)CCO. Drug 2: N.N.Cl[Pt+2]Cl. Cell line: IGROV1. Synergy scores: CSS=55.1, Synergy_ZIP=-1.09, Synergy_Bliss=-0.732, Synergy_Loewe=0.439, Synergy_HSA=1.29. (6) Drug 1: CC12CCC3C(C1CCC2O)C(CC4=C3C=CC(=C4)O)CCCCCCCCCS(=O)CCCC(C(F)(F)F)(F)F. Drug 2: C1=CN(C=N1)CC(O)(P(=O)(O)O)P(=O)(O)O. Cell line: EKVX. Synergy scores: CSS=2.15, Synergy_ZIP=-0.649, Synergy_Bliss=0.436, Synergy_Loewe=-0.679, Synergy_HSA=-0.181.